Task: Binary Classification. Given a drug SMILES string, predict its activity (active/inactive) in a high-throughput screening assay against a specified biological target.. Dataset: M1 muscarinic receptor agonist screen with 61,833 compounds (1) The result is 0 (inactive). The molecule is Clc1c(cc(n2cnnc2)cc1)C(=O)Nc1ncccc1. (2) The compound is Clc1ccc(c2oc(c(n2)CN2C(=O)C3N(CCC3)c3c2cc(cc3)C(OC)=O)C)cc1. The result is 0 (inactive). (3) The molecule is OC(=O)c1ccc(N2CCCCC2)cc1. The result is 0 (inactive). (4) The molecule is FC(F)Oc1ccc(NC(=O)C2NC(=O)CC2)cc1. The result is 0 (inactive). (5) The molecule is S(c1n(c2c(n1)cccc2)CC)CC(=O)Nc1ccc(cc1)C(=O)C. The result is 0 (inactive). (6) The molecule is Clc1ccc(OC(n2ncnc2)(C(=O)C(C)(C)C)CO)cc1. The result is 0 (inactive). (7) The compound is O1CCN(CCOCCN(CC1)CC(=O)N)CC(=O)N. The result is 0 (inactive). (8) The drug is Clc1c(OCC(=O)N2CCN(CC2)C(OCC)=O)cccc1. The result is 0 (inactive).